This data is from Reaction yield outcomes from USPTO patents with 853,638 reactions. The task is: Predict the reaction yield, written as a fraction of the theoretical maximum amount of product (1.0 means a 100% yield; for example, 0.34 means a 34% yield). (1) The reactants are [F:1][C:2]1[CH:3]=[C:4]([CH:21]=[C:22]([F:24])[CH:23]=1)[C:5]([O:7][C:8]12[CH2:14][C:11](/[CH:15]=[CH:16]/[C:17]([O:19][CH3:20])=[O:18])([CH2:12][CH2:13]1)[CH2:10][CH2:9]2)=[O:6]. The product is [F:1][C:2]1[CH:3]=[C:4]([CH:21]=[C:22]([F:24])[CH:23]=1)[C:5]([O:7][C:8]12[CH2:14][C:11]([CH2:15][CH2:16][C:17]([O:19][CH3:20])=[O:18])([CH2:12][CH2:13]1)[CH2:10][CH2:9]2)=[O:6]. The yield is 0.910. The catalyst is CO.C1COCC1.C(Cl)Cl.[Pd]. (2) The reactants are [CH3:1][O:2][C:3]1[CH:8]=[CH:7][CH:6]=[C:5]([NH2:9])[CH:4]=1.CN(C)C1C=CC=CC=1.[Si:19]([O:26][C:27]1[CH:28]=[C:29]([C:35](=O)[CH2:36]Br)[CH:30]=[CH:31][C:32]=1[O:33][CH3:34])([C:22]([CH3:25])([CH3:24])[CH3:23])([CH3:21])[CH3:20].O. The catalyst is CCOC(C)=O. The product is [Si:19]([O:26][C:27]1[CH:28]=[C:29]([C:35]2[NH:9][C:5]3[C:6]([CH:36]=2)=[CH:7][CH:8]=[C:3]([O:2][CH3:1])[CH:4]=3)[CH:30]=[CH:31][C:32]=1[O:33][CH3:34])([C:22]([CH3:25])([CH3:24])[CH3:23])([CH3:21])[CH3:20]. The yield is 0.570.